From a dataset of Forward reaction prediction with 1.9M reactions from USPTO patents (1976-2016). Predict the product of the given reaction. (1) Given the reactants Cl[C:2]1[N:7]=[C:6]([NH2:8])[N:5]=[C:4]([NH:9][CH3:10])[CH:3]=1.[NH2:11][C:12]1[CH:13]=[CH:14][C:15]([CH3:21])=[C:16](B(O)O)[CH:17]=1.C(=O)([O-])[O-].[Na+].[Na+].O1CCOCC1, predict the reaction product. The product is: [NH2:11][C:12]1[CH:17]=[CH:16][C:15]([CH3:21])=[C:14]([C:2]2[N:7]=[C:6]([NH2:8])[N:5]=[C:4]([NH:9][CH3:10])[CH:3]=2)[CH:13]=1. (2) Given the reactants C([O:5][C:6](=O)[NH:7][C:8]1[S:9][C:10](Br)=[CH:11][C:12]=1[C:13]([N:15]1[CH2:20][CH2:19][CH:18]([N:21]2[CH2:33][CH2:32][CH2:31][C:23]3([C:27](=[O:28])[O:26][C:25]([CH3:30])([CH3:29])[CH2:24]3)[CH2:22]2)[CH2:17][CH2:16]1)=[O:14])(C)(C)C.C(OCC)(=O)C=C.[CH2:43]([N:45](CC)CC)[CH3:44].C(N=C=O)C, predict the reaction product. The product is: [CH3:30][C:25]1([CH3:29])[CH2:24][C:23]2([CH2:31][CH2:32][CH2:33][N:21]([CH:18]3[CH2:19][CH2:20][N:15]([C:13]([C:12]4[CH:11]=[CH:10][S:9][C:8]=4[NH:7][C:6]([NH:45][CH2:43][CH3:44])=[O:5])=[O:14])[CH2:16][CH2:17]3)[CH2:22]2)[C:27](=[O:28])[O:26]1. (3) Given the reactants CS(O[CH2:6][CH2:7][O:8][C:9]1[C:14]([CH3:15])=[CH:13][C:12]([C:16]2[N:20]=[C:19]([C:21]3[CH:26]=[C:25]([O:27][CH3:28])[N:24]=[C:23]([CH:29]4[CH2:33][CH2:32][CH2:31][CH2:30]4)[CH:22]=3)[O:18][N:17]=2)=[CH:11][C:10]=1[CH2:34][CH3:35])(=O)=O.[CH3:36][C:37]1([CH3:44])[O:41][CH:40]([CH2:42][NH2:43])[CH2:39][O:38]1, predict the reaction product. The product is: [CH:29]1([C:23]2[CH:22]=[C:21]([C:19]3[O:18][N:17]=[C:16]([C:12]4[CH:13]=[C:14]([CH3:15])[C:9]([O:8][CH2:7][CH2:6][NH:43][CH2:42][CH:40]5[CH2:39][O:38][C:37]([CH3:44])([CH3:36])[O:41]5)=[C:10]([CH2:34][CH3:35])[CH:11]=4)[N:20]=3)[CH:26]=[C:25]([O:27][CH3:28])[N:24]=2)[CH2:30][CH2:31][CH2:32][CH2:33]1. (4) Given the reactants Cl.[CH3:2][O:3][CH:4]1[CH2:7][NH:6][CH2:5]1.CC([O-])(C)C.[K+].Br[C:15]1[CH:16]=[C:17]2[N:26]([CH3:27])[CH:25]=[CH:24][C:18]2=[N:19][C:20]=1[C@@H:21]([NH2:23])[CH3:22], predict the reaction product. The product is: [CH3:2][O:3][CH:4]1[CH2:7][N:6]([C:15]2[CH:16]=[C:17]3[N:26]([CH3:27])[CH:25]=[CH:24][C:18]3=[N:19][C:20]=2[C@@H:21]([NH2:23])[CH3:22])[CH2:5]1. (5) Given the reactants [CH3:1][O:2][C:3](=[O:24])[CH2:4][O:5][C:6]1[CH:11]=[CH:10][C:9]([NH:12][C:13](=[O:23])[CH2:14][O:15]CC2C=CC=CC=2)=[CH:8][CH:7]=1, predict the reaction product. The product is: [CH3:1][O:2][C:3](=[O:24])[CH2:4][O:5][C:6]1[CH:11]=[CH:10][C:9]([NH:12][C:13](=[O:23])[CH2:14][OH:15])=[CH:8][CH:7]=1. (6) Given the reactants Cl[S:2]([N:5]=[C:6]=[O:7])(=[O:4])=[O:3].[CH2:8]([OH:15])[C:9]1[CH:14]=[CH:13][CH:12]=[CH:11][CH:10]=1.[NH2:16][CH2:17][C:18]1[C:26]2[S:25](=[O:28])(=[O:27])[N:24]=[C:23]([C:29]3[C:30](=[O:49])[N:31]([CH2:41][C:42]4[CH:47]=[CH:46][C:45]([F:48])=[CH:44][CH:43]=4)[C@@H:32]4[C@H:37]([C:38]=3[OH:39])[C@@H:36]3[CH2:40][C@H:33]4[CH2:34][CH2:35]3)[NH:22][C:21]=2[S:20][CH:19]=1.C(N(CC)CC)C, predict the reaction product. The product is: [F:48][C:45]1[CH:46]=[CH:47][C:42]([CH2:41][N:31]2[C:30](=[O:49])[C:29]([C:23]3[NH:22][C:21]4[S:20][CH:19]=[C:18]([CH2:17][NH:16][S:2]([NH:5][C:6](=[O:7])[O:15][CH2:8][C:9]5[CH:14]=[CH:13][CH:12]=[CH:11][CH:10]=5)(=[O:4])=[O:3])[C:26]=4[S:25](=[O:27])(=[O:28])[N:24]=3)=[C:38]([OH:39])[C@H:37]3[C@@H:32]2[C@H:33]2[CH2:40][C@@H:36]3[CH2:35][CH2:34]2)=[CH:43][CH:44]=1. (7) Given the reactants Cl[CH2:2][CH2:3][CH2:4][S:5]([C:8]1[CH:17]=[CH:16][C:11]2[N:12]=[C:13]([NH2:15])[S:14][C:10]=2[CH:9]=1)(=[O:7])=[O:6].[I-:18].[Na+], predict the reaction product. The product is: [I:18][CH2:2][CH2:3][CH2:4][S:5]([C:8]1[CH:17]=[CH:16][C:11]2[N:12]=[C:13]([NH2:15])[S:14][C:10]=2[CH:9]=1)(=[O:7])=[O:6]. (8) Given the reactants [CH3:1][O:2][C:3](=[O:33])[C@@:4]([N:30]=C=O)(OC(C)(C)C)[CH2:5][C:6]1[CH:11]=[CH:10][C:9]([O:12][CH2:13][C:14]2[CH:19]=[CH:18][CH:17]=[CH:16][CH:15]=2)=[C:8]([O:20][C:21](=[O:24])[NH:22][CH3:23])[CH:7]=1.[ClH:34].C(OCC)C, predict the reaction product. The product is: [Cl-:34].[CH2:13]([O:12][C:9]1[CH:10]=[CH:11][C:6]([CH2:5][C@H:4]([NH3+:30])[C:3]([O:2][CH3:1])=[O:33])=[CH:7][C:8]=1[O:20][C:21](=[O:24])[NH:22][CH3:23])[C:14]1[CH:19]=[CH:18][CH:17]=[CH:16][CH:15]=1. (9) Given the reactants Cl[CH2:2][C:3]([NH:5][CH:6]([CH3:8])[CH3:7])=[O:4].[NH:9]1[CH2:12][CH:11]([C:13]2[CH:35]=[CH:34][C:16]3[C:17]4[N:18]=[C:19]([C:25]5[N:26]([CH:31]([CH3:33])[CH3:32])[N:27]=[C:28]([CH3:30])[N:29]=5)[S:20][C:21]=4[CH2:22][CH2:23][O:24][C:15]=3[CH:14]=2)[CH2:10]1.C(N(CC)CC)C.O, predict the reaction product. The product is: [CH:6]([NH:5][C:3](=[O:4])[CH2:2][N:9]1[CH2:12][CH:11]([C:13]2[CH:35]=[CH:34][C:16]3[C:17]4[N:18]=[C:19]([C:25]5[N:26]([CH:31]([CH3:33])[CH3:32])[N:27]=[C:28]([CH3:30])[N:29]=5)[S:20][C:21]=4[CH2:22][CH2:23][O:24][C:15]=3[CH:14]=2)[CH2:10]1)([CH3:8])[CH3:7].